Dataset: Reaction yield outcomes from USPTO patents with 853,638 reactions. Task: Predict the reaction yield, written as a fraction of the theoretical maximum amount of product (1.0 means a 100% yield; for example, 0.34 means a 34% yield). (1) The reactants are [Br:1][C:2]1[CH:7]=[CH:6][C:5]([NH:8][C:9]2[C:10]([C:18](O)=O)=[CH:11][N:12]([CH3:17])[C:13](=[O:16])[C:14]=2[F:15])=[C:4]([F:21])[CH:3]=1.CCN=C=NCCCN(C)C.C1C=CC2N(O)N=NC=2C=1.[NH2:43][NH:44][C:45]([NH2:47])=[S:46].CCN(CC)CC.C1C=CC(P(C2C=CC=CC=2)C2C=CC=CC=2)=CC=1.C(Cl)(Cl)(Cl)Cl. The catalyst is CN(C=O)C.[NH4+].[Cl-].C(OCC)(=O)C.CC#N.C(Cl)Cl. The product is [NH2:47][C:45]1[S:46][C:18]([C:10]2[C:9]([NH:8][C:5]3[CH:6]=[CH:7][C:2]([Br:1])=[CH:3][C:4]=3[F:21])=[C:14]([F:15])[C:13](=[O:16])[N:12]([CH3:17])[CH:11]=2)=[N:43][N:44]=1. The yield is 0.330. (2) The reactants are P(Cl)(Cl)(Cl)(Cl)Cl.CS(O)(=O)=O.[NH2:12][C:13]1[C:18]([NH2:19])=[CH:17][CH:16]=[C:15]([C:20]2[CH:25]=[CH:24][CH:23]=[CH:22][CH:21]=2)[N:14]=1.[CH3:26][O:27][C:28]1[CH:29]=[C:30]([CH:34]=[CH:35][CH:36]=1)[C:31](O)=O.[OH-].[Na+]. No catalyst specified. The product is [C:20]1([C:15]2[N:14]=[C:13]3[N:12]=[C:31]([C:30]4[CH:34]=[CH:35][CH:36]=[C:28]([O:27][CH3:26])[CH:29]=4)[NH:19][C:18]3=[CH:17][CH:16]=2)[CH:25]=[CH:24][CH:23]=[CH:22][CH:21]=1. The yield is 0.550.